From a dataset of Full USPTO retrosynthesis dataset with 1.9M reactions from patents (1976-2016). Predict the reactants needed to synthesize the given product. (1) The reactants are: C[O:2][C:3]([C:5]1[S:9][CH:8]=[N:7][C:6]=1[N:10]1[C:14](=[O:15])[NH:13][C:12]([CH:16]([NH:30][C:31]2[CH:36]=[CH:35][C:34]([C:37]#[N:38])=[C:33]([CH2:39][NH:40]C(OC(C)(C)C)=O)[CH:32]=2)[C:17]2[C:18]([F:29])=[C:19]3[C:24](=[C:25]([O:27][CH3:28])[CH:26]=2)[O:23][CH2:22][CH2:21][CH2:20]3)=[N:11]1)=[O:4].CO.[OH-].[Na+]. Given the product [F:29][C:18]1[C:17]([CH:16]([NH:30][C:31]2[CH:32]=[C:33]3[C:34](=[CH:35][CH:36]=2)[C:37](=[NH:38])[NH:40][CH2:39]3)[C:12]2[NH:13][C:14](=[O:15])[N:10]([C:6]3[N:7]=[CH:8][S:9][C:5]=3[C:3]([OH:2])=[O:4])[N:11]=2)=[CH:26][C:25]([O:27][CH3:28])=[C:24]2[C:19]=1[CH2:20][CH2:21][CH2:22][O:23]2, predict the reactants needed to synthesize it. (2) Given the product [NH2:22][C:17]1[C:16]([CH3:26])=[CH:15][C:14]([Cl:13])=[CH:25][C:18]=1[C:19]([NH:12][CH3:11])=[O:20], predict the reactants needed to synthesize it. The reactants are: C(OCC)(=O)C.C(O)(=O)C.[CH3:11][NH2:12].[Cl:13][C:14]1[CH:15]=[C:16]([CH3:26])[C:17]2[NH:22]C(=O)[O:20][C:19](=O)[C:18]=2[CH:25]=1. (3) Given the product [Cl:16][C:12]1[C:11]([C:17]2[CH:22]=[CH:21][CH:20]=[C:19]([CH2:23][CH3:24])[CH:18]=2)=[C:10]([C@@:8]([OH:9])([C@@H:25]2[CH2:30][CH2:29][CH2:28][NH:27][CH2:26]2)[CH2:7][CH2:6][CH2:5][NH:4][C:1](=[O:3])[CH3:2])[CH:15]=[CH:14][CH:13]=1, predict the reactants needed to synthesize it. The reactants are: [C:1]([NH:4][CH2:5][CH2:6][CH2:7][C@:8]([C@@H:25]1[CH2:30][CH2:29][CH2:28][N:27](C(OC(C)(C)C)=O)[CH2:26]1)([C:10]1[CH:15]=[CH:14][CH:13]=[C:12]([Cl:16])[C:11]=1[C:17]1[CH:22]=[CH:21][CH:20]=[C:19]([CH2:23][CH3:24])[CH:18]=1)[OH:9])(=[O:3])[CH3:2].Cl. (4) Given the product [Cl:1][C:2]1[CH:31]=[C:30]([F:32])[CH:29]=[CH:28][C:3]=1[O:4][C:5]1[CH:10]=[CH:9][CH:8]=[CH:7][C:6]=1[NH:11][S:12]([C:15]1[CH:16]=[CH:17][C:18]([C:19]([NH:21][CH2:22][C:23]([N:37]2[CH2:38][CH2:39][CH:34]([OH:33])[CH2:35][CH2:36]2)=[O:24])=[O:20])=[CH:26][CH:27]=1)(=[O:14])=[O:13], predict the reactants needed to synthesize it. The reactants are: [Cl:1][C:2]1[CH:31]=[C:30]([F:32])[CH:29]=[CH:28][C:3]=1[O:4][C:5]1[CH:10]=[CH:9][CH:8]=[CH:7][C:6]=1[NH:11][S:12]([C:15]1[CH:27]=[CH:26][C:18]([C:19]([NH:21][CH2:22][C:23](O)=[O:24])=[O:20])=[CH:17][CH:16]=1)(=[O:14])=[O:13].[OH:33][CH:34]1[CH2:39][CH2:38][NH:37][CH2:36][CH2:35]1.